From a dataset of Catalyst prediction with 721,799 reactions and 888 catalyst types from USPTO. Predict which catalyst facilitates the given reaction. (1) Product: [Br:45][C:33]1[CH:32]=[C:31]2[C:36]([O:37][C@@H:38]3[C@@H:43]([C:30]42[CH2:29][O:28][C:27]([NH2:26])=[N:46]4)[CH2:42][CH:41]([O:5][CH:1]2[CH2:4][CH2:3][CH2:2]2)[CH2:40][CH2:39]3)=[CH:35][CH:34]=1. The catalyst class is: 2. Reactant: [CH:1]1([OH:5])[CH2:4][CH2:3][CH2:2]1.N1C(C)=CC=CC=1C.[Si](OS(C(F)(F)F)(=O)=O)(C)(C)C.[NH2:26][C:27]1[O:28][CH2:29][C:30]2([N:46]=1)[C@@H:43]1[C@H:38]([CH2:39][CH2:40][C:41](=O)[CH2:42]1)[O:37][C:36]1[C:31]2=[CH:32][C:33]([Br:45])=[CH:34][CH:35]=1.C([SiH](CC)CC)C. (2) Reactant: S(C1C=CC(C)=CC=1)(O)(=O)=O.[N:12]1[CH:17]=[CH:16][CH:15]=[CH:14][C:13]=1[N:18]([CH2:42][CH2:43][C:44]([O:46][CH2:47][CH3:48])=[O:45])[C:19]([C:21]1[CH:41]=[CH:40][C:24]2[N:25]([CH3:39])[C:26]([CH2:28][NH:29][C:30]3[CH:35]=[CH:34][C:33]([C:36](=[NH:38])[NH2:37])=[CH:32][CH:31]=3)=[N:27][C:23]=2[CH:22]=1)=[O:20].Cl[C:50]([O:52][CH2:53][CH2:54][CH2:55][CH2:56][CH2:57][CH3:58])=[O:51].C(=O)([O-])[O-].[K+].[K+]. Product: [CH3:58][CH2:57][CH2:56][CH2:55][CH2:54][CH2:53][O:52][C:50](/[N:38]=[C:36](\[NH2:37])/[C:33]1[CH:32]=[CH:31][C:30]([NH:29][CH2:28][C:26]2[N:25]([CH3:39])[C:24]3[CH:40]=[CH:41][C:21]([C:19]([N:18]([C:13]4[CH:14]=[CH:15][CH:16]=[CH:17][N:12]=4)[CH2:42][CH2:43][C:44]([O:46][CH2:47][CH3:48])=[O:45])=[O:20])=[CH:22][C:23]=3[N:27]=2)=[CH:35][CH:34]=1)=[O:51]. The catalyst class is: 95.